From a dataset of Full USPTO retrosynthesis dataset with 1.9M reactions from patents (1976-2016). Predict the reactants needed to synthesize the given product. Given the product [CH3:3][C@@:4]1([C:15]([OH:17])=[O:16])[CH2:8][CH2:7][CH:6]([C:9]([OH:11])=[O:10])[C:5]1([CH3:13])[CH3:14], predict the reactants needed to synthesize it. The reactants are: [OH-].[Na+].[CH3:3][C@@:4]1([C:15]([O:17]C)=[O:16])[CH2:8][CH2:7][C@@H:6]([C:9]([O:11]C)=[O:10])[C:5]1([CH3:14])[CH3:13].